Dataset: Forward reaction prediction with 1.9M reactions from USPTO patents (1976-2016). Task: Predict the product of the given reaction. Given the reactants [Br:1][C:2]1[CH:11]=[C:10]([CH3:12])[C:5]([C:6]([O:8]C)=O)=[C:4]([CH2:13]Br)[CH:3]=1.C(=O)([O-])[O-].[K+].[K+].B(O)(O)O.FC(F)(F)C(O)=O.[CH2:32]([O:34][CH2:35][CH:36]([NH2:38])[CH3:37])[CH3:33], predict the reaction product. The product is: [Br:1][C:2]1[CH:3]=[C:4]2[C:5](=[C:10]([CH3:12])[CH:11]=1)[C:6](=[O:8])[N:38]([CH:36]([CH3:37])[CH2:35][O:34][CH2:32][CH3:33])[CH2:13]2.